Dataset: Reaction yield outcomes from USPTO patents with 853,638 reactions. Task: Predict the reaction yield, written as a fraction of the theoretical maximum amount of product (1.0 means a 100% yield; for example, 0.34 means a 34% yield). The reactants are C(=O)([O-])[O-:2].[K+].[K+].[F:7][C:8]1[CH:13]=[C:12]([F:14])[CH:11]=[CH:10][C:9]=1[C:15]1[CH:16]=[C:17]2[C:22](=[CH:23][CH:24]=1)[CH:21]=[C:20]([S:25]([C:28]1[CH:35]=[CH:34][CH:33]=[CH:32][C:29]=1[C:30]#[N:31])(=[O:27])=[O:26])[CH:19]=[CH:18]2.OO. The catalyst is O.CN(C)C=O. The product is [F:7][C:8]1[CH:13]=[C:12]([F:14])[CH:11]=[CH:10][C:9]=1[C:15]1[CH:16]=[C:17]2[C:22](=[CH:23][CH:24]=1)[CH:21]=[C:20]([S:25]([C:28]1[CH:35]=[CH:34][CH:33]=[CH:32][C:29]=1[C:30]([NH2:31])=[O:2])(=[O:26])=[O:27])[CH:19]=[CH:18]2. The yield is 0.820.